This data is from Reaction yield outcomes from USPTO patents with 853,638 reactions. The task is: Predict the reaction yield, written as a fraction of the theoretical maximum amount of product (1.0 means a 100% yield; for example, 0.34 means a 34% yield). (1) The reactants are CN(CCN(C)C)C.[Li]CCCC.[Cl:14][C:15]1[N:20]=[CH:19][C:18]([NH:21][C:22](=[O:28])[O:23][C:24]([CH3:27])([CH3:26])[CH3:25])=[CH:17][CH:16]=1.[I:29]I. The catalyst is C1COCC1. The product is [Cl:14][C:15]1[N:20]=[CH:19][C:18]([NH:21][C:22](=[O:28])[O:23][C:24]([CH3:25])([CH3:27])[CH3:26])=[C:17]([I:29])[CH:16]=1. The yield is 0.330. (2) The reactants are [NH2:1][C:2]1[CH:7]=[C:6]([O:8][CH3:9])[CH:5]=[CH:4][C:3]=1[OH:10].N[C:12](N)=[O:13]. The catalyst is Cl. The product is [CH3:9][O:8][C:6]1[CH:5]=[CH:4][C:3]2[O:10][C:12](=[O:13])[NH:1][C:2]=2[CH:7]=1. The yield is 0.990.